This data is from Forward reaction prediction with 1.9M reactions from USPTO patents (1976-2016). The task is: Predict the product of the given reaction. (1) Given the reactants [CH2:1]([S:5]([N:8](S(CCCC)(=O)=O)[C:9]1[CH:29]=[CH:28][C:12]2[O:13][C:14]([C:22]3[CH:27]=[CH:26][CH:25]=[CH:24][CH:23]=3)([C:16]3[CH:21]=[CH:20][CH:19]=[CH:18][CH:17]=3)[O:15][C:11]=2[CH:10]=1)(=[O:7])=[O:6])[CH2:2][CH2:3][CH3:4].[F-].C([N+](CCCC)(CCCC)CCCC)CCC.O, predict the reaction product. The product is: [C:22]1([C:14]2([C:16]3[CH:17]=[CH:18][CH:19]=[CH:20][CH:21]=3)[O:13][C:12]3[CH:28]=[CH:29][C:9]([NH:8][S:5]([CH2:1][CH2:2][CH2:3][CH3:4])(=[O:6])=[O:7])=[CH:10][C:11]=3[O:15]2)[CH:23]=[CH:24][CH:25]=[CH:26][CH:27]=1. (2) Given the reactants I[C:2]1[CH:7]=[CH:6][C:5]([N+:8]([O-:10])=[O:9])=[C:4]([CH3:11])[CH:3]=1.I[C:13]([F:22])([C:18]([F:21])([F:20])[F:19])[C:14]([F:17])([F:16])[F:15], predict the reaction product. The product is: [CH3:11][C:4]1[CH:3]=[C:2]([C:13]([F:22])([C:18]([F:21])([F:20])[F:19])[C:14]([F:17])([F:16])[F:15])[CH:7]=[CH:6][C:5]=1[N+:8]([O-:10])=[O:9].